From a dataset of Drug-target binding data from BindingDB using IC50 measurements. Regression. Given a target protein amino acid sequence and a drug SMILES string, predict the binding affinity score between them. We predict pIC50 (pIC50 = -log10(IC50 in M); higher means more potent). Dataset: bindingdb_ic50. The compound is N#Cc1c(-c2ccc(Br)cc2)no[n+]1[O-]. The target protein (O89049) has sequence MNDSKDAPKSYDFDLIIIGGGSGGLAAAKEAAKFDKKVMVLDFVTPTPLGTRWGLGGTCVNVGCIPKKLMHQAALLGQALKDSRNYGWKLEDTVKHDWEKMTESVQNHIGSLNWGYRVALREKKVVYENAYGKFIGPHKIMATNNKGKEKVYSAERFLIATGERPRYLGIPGDKEYCISSDDLFSLPYCPGKTLVVGASYVALECAGFLAGIGLDVTVMVRSILLRGFDQDMANKIGEHMEEHGIKFIRQFVPTKIEQIEAGTPGRLKVTAKSTNSEETIEDEFNTVLLAVGRDSCTRTIGLETVGVKINEKTGKIPVTDEEQTNVPYIYAIGDILEGKLELTPVAIQAGRLLAQRLYGGSTVKCDYDNVPTTVFTPLEYGCCGLSEEKAVEKFGEENIEVYHSFFWPLEWTVPSRDNNKCYAKVICNLKDNERVVGFHVLGPNAGEVTQGFAAALKCGLTKQQLDSTIGIHPVCAEIFTTLSVTKRSGGDILQSGCG. The pIC50 is 3.6.